This data is from Reaction yield outcomes from USPTO patents with 853,638 reactions. The task is: Predict the reaction yield, written as a fraction of the theoretical maximum amount of product (1.0 means a 100% yield; for example, 0.34 means a 34% yield). (1) The reactants are [CH:1]1([O:6][CH2:7][C:8]2[C:12]([CH2:13][O:14][C:15]3[CH:20]=[CH:19][C:18]([C:21]4[CH:22]=[C:23]5[C:28](=[CH:29][CH:30]=4)[N:27]=[C:26]([C:31]([O:33]C)=[O:32])[CH:25]=[CH:24]5)=[CH:17][CH:16]=3)=[C:11]([CH:35]([CH3:37])[CH3:36])[O:10][N:9]=2)[CH2:5][CH2:4][CH2:3][CH2:2]1.CO.[OH-].[Na+]. The catalyst is C1COCC1. The product is [CH:1]1([O:6][CH2:7][C:8]2[C:12]([CH2:13][O:14][C:15]3[CH:16]=[CH:17][C:18]([C:21]4[CH:22]=[C:23]5[C:28](=[CH:29][CH:30]=4)[N:27]=[C:26]([C:31]([OH:33])=[O:32])[CH:25]=[CH:24]5)=[CH:19][CH:20]=3)=[C:11]([CH:35]([CH3:37])[CH3:36])[O:10][N:9]=2)[CH2:5][CH2:4][CH2:3][CH2:2]1. The yield is 0.950. (2) The reactants are [C@@H:1]1([NH2:8])[CH2:6][CH2:5][CH2:4][CH2:3][C@H:2]1[NH2:7].[Cl:9][C:10]1[N:15]=[C:14](Cl)[C:13]([Cl:17])=[CH:12][N:11]=1.C(N(CC)CC)C.[F:25][C:26]([F:37])([F:36])[C:27](O[C:27](=[O:28])[C:26]([F:37])([F:36])[F:25])=[O:28]. The catalyst is O1CCCC1. The product is [Cl:9][C:10]1[N:15]=[C:14]([NH:7][C@@H:2]2[CH2:3][CH2:4][CH2:5][CH2:6][C@H:1]2[NH:8][C:27](=[O:28])[C:26]([F:37])([F:36])[F:25])[C:13]([Cl:17])=[CH:12][N:11]=1. The yield is 0.0700. (3) The product is [N:2]1([C:3]2[CH:8]=[CH:7][CH:6]=[CH:5][C:4]=2[OH:9])[CH:12]=[CH:16][CH:15]=[CH:14]1. The catalyst is C(O)(=O)C. The reactants are O.[NH2:2][C:3]1[CH:8]=[CH:7][CH:6]=[CH:5][C:4]=1[OH:9].CO[CH:12]1[CH2:16][CH2:15][CH:14](OC)O1. The yield is 0.740. (4) The reactants are C(OC([NH:11][C:12]1[C:13]([C:29]([NH:31][C:32]2[CH:33]=[N:34][CH:35]=[CH:36][C:37]=2[N:38]2[CH2:43][C@H:42]([CH3:44])[C@H:41]([NH:45][C:46](=[O:49])[O:47][CH3:48])[C@H:40]([NH:50]C(=O)OC(C)(C)C)[CH2:39]2)=[O:30])=[N:14][C:15]2[C:20]([CH:21]=1)=[CH:19][CH:18]=[C:17]([N:22]1[CH2:27][CH2:26][N:25]([CH3:28])[CH2:24][CH2:23]1)[CH:16]=2)=O)C1C=CC=CC=1. The catalyst is CO.[Pd]. The product is [NH2:50][C@H:40]1[C@@H:41]([NH:45][C:46](=[O:49])[O:47][CH3:48])[C@@H:42]([CH3:44])[CH2:43][N:38]([C:37]2[CH:36]=[CH:35][N:34]=[CH:33][C:32]=2[NH:31][C:29]([C:13]2[C:12]([NH2:11])=[CH:21][C:20]3[C:15](=[CH:16][C:17]([N:22]4[CH2:27][CH2:26][N:25]([CH3:28])[CH2:24][CH2:23]4)=[CH:18][CH:19]=3)[N:14]=2)=[O:30])[CH2:39]1. The yield is 0.650. (5) The reactants are [O:1]1[CH2:6][C:5](=[O:7])[NH:4][C:3]2[CH:8]=[CH:9][CH:10]=[CH:11][C:2]1=2.[S:12]([Cl:16])(=O)(=[O:14])[OH:13]. No catalyst specified. The product is [O:7]=[C:5]1[CH2:6][O:1][C:2]2[CH:11]=[CH:10][C:9]([S:12]([Cl:16])(=[O:14])=[O:13])=[CH:8][C:3]=2[NH:4]1. The yield is 0.660. (6) The yield is 0.290. The product is [OH:3][C:4]1[CH:5]=[C:6]([C:7]([F:8])([F:9])[F:10])[CH:18]=[CH:16][C:15]=1[C:13](=[O:14])[CH3:12]. The catalyst is C1COCC1. The reactants are C([O:3][CH:4]=[CH:5][C:6](=O)[C:7]([F:10])([F:9])[F:8])C.[CH3:12][C:13]([CH2:15][C:16]([CH3:18])=O)=[O:14].[H-].[Na+]. (7) The reactants are [C:1]1([NH:7][C:8]2[CH:14]=[CH:13][C:11]([NH2:12])=[CH:10][CH:9]=2)[CH:6]=[CH:5][CH:4]=[CH:3][CH:2]=1.O[CH:16]1[CH2:21][CH2:20][CH2:19][CH2:18][O:17]1.[Cl-].[In+3].[Cl-].[Cl-]. The catalyst is O. The product is [OH:17][CH2:16][CH2:21][CH2:20][CH2:19][CH:18]1[CH:19]2[CH2:20][CH2:21][CH2:16][O:17][CH:18]2[C:13]2[CH:14]=[C:8]([NH:7][C:1]3[CH:2]=[CH:3][CH:4]=[CH:5][CH:6]=3)[CH:9]=[CH:10][C:11]=2[NH:12]1. The yield is 0.890. (8) The reactants are [H-].[Na+].[CH3:3][O:4][C:5]1[CH:22]=[CH:21][C:8]([CH2:9][N:10]2[C:18]3[C:13](=[CH:14][CH:15]=[C:16]([CH:19]=O)[CH:17]=3)[CH:12]=[N:11]2)=[CH:7][CH:6]=1.[CH2:23]1COCC1. The catalyst is C[P+](C1C=CC=CC=1)(C1C=CC=CC=1)C1C=CC=CC=1.[Br-]. The product is [CH3:3][O:4][C:5]1[CH:22]=[CH:21][C:8]([CH2:9][N:10]2[C:18]3[C:13](=[CH:14][CH:15]=[C:16]([CH:19]=[CH2:23])[CH:17]=3)[CH:12]=[N:11]2)=[CH:7][CH:6]=1. The yield is 0.610. (9) The catalyst is CC#N.CN(C=O)C.CCOC(C)=O. The reactants are [CH3:1][C:2]1[O:6][C:5]([CH2:7][C:8]([OH:10])=O)=[CH:4][CH:3]=1.CN(C)CCCN=C=NCC.ON1C2N=CC=CC=2N=N1.[F:32][C:33]1[CH:39]=[CH:38][C:36]([NH2:37])=[CH:35][CH:34]=1. The product is [F:32][C:33]1[CH:39]=[CH:38][C:36]([NH:37][C:8](=[O:10])[CH2:7][C:5]2[O:6][C:2]([CH3:1])=[CH:3][CH:4]=2)=[CH:35][CH:34]=1. The yield is 0.950. (10) The reactants are [F:1][C:2]([F:29])([F:28])[C:3]([NH:5][C:6]1[CH:11]=[C:10]([O:12]C)[CH:9]=[CH:8][C:7]=1[S:14](=[O:27])(=[O:26])[NH:15][C:16]1[CH:17]=[CH:18][C:19]2[CH2:23][O:22][B:21]([OH:24])[C:20]=2[CH:25]=1)=[O:4].B(Br)(Br)Br.O. The catalyst is ClCCl. The product is [F:28][C:2]([F:1])([F:29])[C:3]([NH:5][C:6]1[CH:11]=[C:10]([OH:12])[CH:9]=[CH:8][C:7]=1[S:14](=[O:27])(=[O:26])[NH:15][C:16]1[CH:17]=[CH:18][C:19]2[CH2:23][O:22][B:21]([OH:24])[C:20]=2[CH:25]=1)=[O:4]. The yield is 0.170.